This data is from Forward reaction prediction with 1.9M reactions from USPTO patents (1976-2016). The task is: Predict the product of the given reaction. Given the reactants [F:1][C:2]1[CH:9]=[CH:8][CH:7]=[CH:6][C:3]=1[CH:4]=[O:5].C[Si]([C:14]#[N:15])(C)C.[Cl:16]CCl, predict the reaction product. The product is: [ClH:16].[NH2:15][CH2:14][CH:4]([C:3]1[CH:6]=[CH:7][CH:8]=[CH:9][C:2]=1[F:1])[OH:5].